This data is from Reaction yield outcomes from USPTO patents with 853,638 reactions. The task is: Predict the reaction yield, written as a fraction of the theoretical maximum amount of product (1.0 means a 100% yield; for example, 0.34 means a 34% yield). (1) The reactants are [C:1]1([O:7][C:8](Cl)=[O:9])[CH:6]=[CH:5][CH:4]=[CH:3][CH:2]=1.[NH2:11][C:12]1[S:13][C:14]([C:17]([CH3:20])([CH3:19])[CH3:18])=[N:15][N:16]=1.N1C=CC=CC=1. The catalyst is C1COCC1. The product is [C:17]([C:14]1[S:13][C:12]([NH:11][C:8](=[O:9])[O:7][C:1]2[CH:6]=[CH:5][CH:4]=[CH:3][CH:2]=2)=[N:16][N:15]=1)([CH3:20])([CH3:19])[CH3:18]. The yield is 0.930. (2) The reactants are ClC1([C:11]2[S:15][C:14]([C:16]([OH:18])=O)=[C:13]([O:19][CH2:20][C:21]3[CH:26]=[CH:25][CH:24]=[CH:23][C:22]=3[CH3:27])[CH:12]=2)C=CC2=NC=NC2=C1.[ClH:28].[CH3:29][NH:30][O:31][CH3:32].[CH2:33](N(CC)CC)C.Cl.CN(C)[CH2:43][CH2:44][CH2:45][N:46]=[C:47]=[N:48][CH2:49][CH3:50]. The catalyst is CN(C)C1C=CN=CC=1.ClCCl.O.C(OCC)(=O)C. The product is [Cl:28][C:33]1[CH:43]=[CH:44][C:45]2[N:46]([C:11]3[S:15][C:14]([C:16]([N:30]([O:31][CH3:32])[CH3:29])=[O:18])=[C:13]([O:19][CH2:20][C:21]4[CH:26]=[CH:25][CH:24]=[CH:23][C:22]=4[CH3:27])[CH:12]=3)[CH:47]=[N:48][C:49]=2[CH:50]=1. The yield is 0.700. (3) The reactants are [NH2:1][C:2]1[S:3]/[C:4](=[CH:8]\[C:9]2[CH:14]=[C:13]([O:15][CH3:16])[C:12]([OH:17])=[C:11]([Cl:18])[CH:10]=2)/[C:5](=[O:7])[N:6]=1.Br[CH2:20][C:21]([C:23]1[CH:24]=[C:25]([S:29]([F:32])(=[O:31])=[O:30])[CH:26]=[CH:27][CH:28]=1)=O. No catalyst specified. The product is [Cl:18][C:11]1[CH:10]=[C:9](/[CH:8]=[C:4]2/[C:5](=[O:7])[N:6]3[CH:20]=[C:21]([C:23]4[CH:24]=[C:25]([S:29]([F:32])(=[O:31])=[O:30])[CH:26]=[CH:27][CH:28]=4)[N:1]=[C:2]3[S:3]/2)[CH:14]=[C:13]([O:15][CH3:16])[C:12]=1[OH:17]. The yield is 0.280. (4) The catalyst is CC(C)=O. The yield is 1.00. The reactants are O1[C:5]2([CH2:10][CH2:9][CH:8]([C:11]3[CH:16]=[CH:15][C:14]([OH:17])=[CH:13][C:12]=3[OH:18])[CH2:7][CH2:6]2)[O:4]CC1.O.C1(C)C=CC(S([O-])(=O)=O)=CC=1.[NH+]1C=CC=CC=1. The product is [OH:18][C:12]1[CH:13]=[C:14]([OH:17])[CH:15]=[CH:16][C:11]=1[CH:8]1[CH2:7][CH2:6][C:5](=[O:4])[CH2:10][CH2:9]1. (5) The reactants are [F:1][C:2]1[C:7]([NH:8][CH2:9][C:10]2[CH:15]=[CH:14][CH:13]=[C:12]([C:16]3[CH:21]=[CH:20][CH:19]=[C:18]([F:22])[CH:17]=3)[CH:11]=2)=[C:6]([F:23])[CH:5]=[CH:4][C:3]=1[OH:24].C([O-])([O-])=O.[Cs+].[Cs+].Br[CH2:32][C:33]([O:35][CH2:36][CH3:37])=[O:34]. The catalyst is CC(C)=O. The product is [F:1][C:2]1[C:7]([NH:8][CH2:9][C:10]2[CH:15]=[CH:14][CH:13]=[C:12]([C:16]3[CH:21]=[CH:20][CH:19]=[C:18]([F:22])[CH:17]=3)[CH:11]=2)=[C:6]([F:23])[CH:5]=[CH:4][C:3]=1[O:24][CH2:32][C:33]([O:35][CH2:36][CH3:37])=[O:34]. The yield is 0.860. (6) The reactants are [NH2:1][C@@H:2]([CH2:11][OH:12])[C@H:3]([C:5]1[CH:10]=[CH:9][CH:8]=[CH:7][CH:6]=1)[OH:4].[C:13](=O)(OCC)[O:14]CC.C([O-])([O-])=O.[K+].[K+]. No catalyst specified. The product is [OH:12][CH2:11][C@H:2]1[C@H:3]([C:5]2[CH:6]=[CH:7][CH:8]=[CH:9][CH:10]=2)[O:4][C:13](=[O:14])[NH:1]1. The yield is 0.330. (7) The reactants are [CH:1]1[C:11]2[CH2:10][CH2:9][C:8]3[CH:12]=[CH:13][CH:14]=[CH:15][C:7]=3[C:6](=[C:16]3[CH2:21][CH2:20][CH:19]([NH2:22])[CH2:18][CH2:17]3)[C:5]=2[CH:4]=[CH:3][CH:2]=1.C(N(CC)CC)C.[F:30][C:31]([F:44])([F:43])[O:32][C:33]1[CH:38]=[CH:37][C:36]([S:39](Cl)(=[O:41])=[O:40])=[CH:35][CH:34]=1. The catalyst is CN(C=O)C. The product is [CH:12]1[C:8]2[CH2:9][CH2:10][C:11]3[CH:1]=[CH:2][CH:3]=[CH:4][C:5]=3[C:6](=[C:16]3[CH2:17][CH2:18][CH:19]([NH:22][S:39]([C:36]4[CH:35]=[CH:34][C:33]([O:32][C:31]([F:30])([F:43])[F:44])=[CH:38][CH:37]=4)(=[O:41])=[O:40])[CH2:20][CH2:21]3)[C:7]=2[CH:15]=[CH:14][CH:13]=1. The yield is 0.800. (8) The reactants are Cl.[Cl:2][C:3]1[CH:4]=[C:5]2[C:9](=[CH:10][CH:11]=1)[NH:8][CH:7]=[C:6]2[CH2:12][CH2:13][NH2:14].[CH3:15][C:16]1[O:17][C:18]([CH3:24])=[C:19]([C:21](Cl)=[O:22])[N:20]=1.C(N(CC)CC)C.C(OCC)(=O)C. The catalyst is ClCCl. The product is [Cl:2][C:3]1[CH:4]=[C:5]2[C:9](=[CH:10][CH:11]=1)[NH:8][CH:7]=[C:6]2[CH2:12][CH2:13][NH:14][C:21]([C:19]1[N:20]=[C:16]([CH3:15])[O:17][C:18]=1[CH3:24])=[O:22]. The yield is 0.670.